Dataset: Full USPTO retrosynthesis dataset with 1.9M reactions from patents (1976-2016). Task: Predict the reactants needed to synthesize the given product. (1) Given the product [Br:1][C:2]1[CH:10]=[CH:9][CH:8]=[C:7]2[C:3]=1[C:4]([CH2:40][C:39]1[CH:43]=[CH:44][C:36]([CH2:34][CH3:35])=[CH:37][CH:38]=1)=[CH:5][N:6]2[C@@H:11]1[O:28][C@H:27]([CH2:29][OH:30])[C@@H:22]([OH:23])[C@H:17]([OH:18])[C@H:12]1[OH:13], predict the reactants needed to synthesize it. The reactants are: [Br:1][C:2]1[CH:10]=[CH:9][CH:8]=[C:7]2[C:3]=1[CH:4]=[CH:5][N:6]2[C@@H:11]1[O:28][C@H:27]([CH2:29][O:30]C(=O)C)[C@@H:22]([O:23]C(=O)C)[C@H:17]([O:18]C(=O)C)[C@H:12]1[O:13]C(=O)C.[CH2:34]([C:36]1[CH:44]=[CH:43][C:39]([C:40](Cl)=O)=[CH:38][CH:37]=1)[CH3:35]. (2) Given the product [OH:24][C@H:22]1[C@:21]2([O:25][CH3:26])[C@@:8]([OH:45])([C:9](=[O:44])[C:10]3[C:19]([C:20]2=[O:27])=[C:18]([OH:28])[C:17]2[C:16](=[O:29])[CH:15]=[C:14]([NH:30][C@@H:31]4[C@H:36]([O:37][CH3:38])[C@H:35]([OH:39])[C@@H:34]([O:40][CH3:41])[C@H:33]([CH3:42])[O:32]4)[C:13](=[O:43])[C:12]=2[CH:11]=3)[C:7]2[C:2]([O:1][CH2:58][C:59](=[O:60])[N:61]3[CH2:66][CH2:65][CH2:64][CH2:63][CH2:62]3)=[C:3]([C:47]([O:49][CH3:50])=[O:48])[C:4]([CH3:46])=[CH:5][C:6]=2[CH2:23]1, predict the reactants needed to synthesize it. The reactants are: [OH:1][C:2]1[C:7]2[C@@:8]3([OH:45])[C@@:21]([O:25][CH3:26])([C@H:22]([OH:24])[CH2:23][C:6]=2[CH:5]=[C:4]([CH3:46])[C:3]=1[C:47]([O:49][CH3:50])=[O:48])[C:20](=[O:27])[C:19]1[C:10](=[CH:11][C:12]2[C:13](=[O:43])[C:14]([NH:30][C@@H:31]4[C@H:36]([O:37][CH3:38])[C@H:35]([OH:39])[C@@H:34]([O:40][CH3:41])[C@H:33]([CH3:42])[O:32]4)=[CH:15][C:16](=[O:29])[C:17]=2[C:18]=1[OH:28])[C:9]3=[O:44].C(=O)([O-])[O-].[K+].[K+].Br[CH2:58][C:59]([N:61]1[CH2:66][CH2:65][CH2:64][CH2:63][CH2:62]1)=[O:60]. (3) Given the product [CH2:1]([O:3][C:4]([C:6]1[C:10]([OH:35])=[C:9]([C:13]2[CH:18]=[CH:17][C:16]([Cl:19])=[CH:15][CH:14]=2)[N:8]([C:20]2[CH:21]=[CH:22][CH:23]=[CH:24][C:51]=2[Cl:52])[N:7]=1)=[O:5])[CH3:2], predict the reactants needed to synthesize it. The reactants are: [CH2:1]([O:3][C:4]([C:6]1[C:10](C=O)=[C:9]([C:13]2[CH:18]=[CH:17][C:16]([Cl:19])=[CH:15][CH:14]=2)[N:8]([C:20]2C=[CH:24][CH:23]=[CH:22][C:21]=2Cl)[N:7]=1)=[O:5])[CH3:2].ClC1C=CC=C(C(OO)=[O:35])C=1.C(OCC)C.C(N(CC)CC)C.Cl[CH2:51][Cl:52]. (4) Given the product [NH2:10][C@@H:11]([CH:37]1[CH2:42][CH2:41][C:40]([F:43])([F:44])[CH2:39][CH2:38]1)[C:12]([N:14]1[C@H:19]([C:20]([NH:21][C@H:22]2[C:31]3[C:26](=[CH:27][CH:28]=[CH:29][CH:30]=3)[O:25][CH2:24][CH2:23]2)=[O:32])[CH2:18][N:17]2[CH2:33][C@H:34]([OH:36])[CH2:35][C@@H:16]2[CH2:15]1)=[O:13], predict the reactants needed to synthesize it. The reactants are: C(OC(=O)[NH:10][C@@H:11]([CH:37]1[CH2:42][CH2:41][C:40]([F:44])([F:43])[CH2:39][CH2:38]1)[C:12]([N:14]1[C@H:19]([C:20](=[O:32])[NH:21][C@H:22]2[C:31]3[C:26](=[CH:27][CH:28]=[CH:29][CH:30]=3)[O:25][CH2:24][CH2:23]2)[CH2:18][N:17]2[CH2:33][C@H:34]([OH:36])[CH2:35][C@@H:16]2[CH2:15]1)=[O:13])C1C=CC=CC=1. (5) Given the product [CH3:28][C:26]([C:23]1[CH:17]=[CH:16][C:15]([O:14][CH2:10][CH:11]2[O:13][CH2:12]2)=[CH:25][CH:24]=1)([C:29]1[CH:30]=[CH:31][C:32]([O:35][CH2:6][CH:3]2[O:9][CH2:8]2)=[CH:33][CH:34]=1)[CH3:27], predict the reactants needed to synthesize it. The reactants are: C([C:3]([CH2:8][OH:9])([CH2:6]O)CC)O.[CH2:10]([O:14][CH2:15][CH:16]1O[CH2:17]1)[CH:11]1[O:13][CH2:12]1.OC1[CH:25]=[CH:24][C:23]([C:26]([C:29]2[CH:34]=[CH:33][C:32]([OH:35])=[CH:31][CH:30]=2)([CH3:28])[CH3:27])=CC=1. (6) Given the product [OH:13][C@@H:14]([C@H:16]1[C:36](=[O:37])[N:18]2[C:19]([C:33]([O:35][CH2:8][O:7][C:6]([N:5]([C:1]([CH3:4])([CH3:3])[CH3:2])[CH2:11][CH3:12])=[O:10])=[O:34])=[C:20]([S:23]/[CH:24]=[CH:25]\[C:26]3[S:30][CH:29]=[N:28][C:27]=3[CH2:31][OH:32])[C@H:21]([CH3:22])[C@H:17]12)[CH3:15], predict the reactants needed to synthesize it. The reactants are: [C:1]([N:5]([CH2:11][CH3:12])[C:6](=[O:10])[O:7][CH2:8]Cl)([CH3:4])([CH3:3])[CH3:2].[OH:13][C@@H:14]([C@H:16]1[C:36](=[O:37])[N:18]2[C:19]([C:33]([O-:35])=[O:34])=[C:20]([S:23]/[CH:24]=[CH:25]\[C:26]3[S:30][CH:29]=[N:28][C:27]=3[CH2:31][OH:32])[C@H:21]([CH3:22])[C@H:17]12)[CH3:15].[Na+].